This data is from Full USPTO retrosynthesis dataset with 1.9M reactions from patents (1976-2016). The task is: Predict the reactants needed to synthesize the given product. Given the product [Cl:8][CH2:7][C:4]1[N:3]=[C:2]([NH:23][CH2:22][C:21]2[CH:24]=[CH:25][C:26]([O:28][CH3:29])=[CH:27][C:20]=2[O:19][CH3:18])[S:6][N:5]=1, predict the reactants needed to synthesize it. The reactants are: Cl[C:2]1[S:6][N:5]=[C:4]([CH2:7][Cl:8])[N:3]=1.CCN(C(C)C)C(C)C.[CH3:18][O:19][C:20]1[CH:27]=[C:26]([O:28][CH3:29])[CH:25]=[CH:24][C:21]=1[CH2:22][NH2:23].